From a dataset of Reaction yield outcomes from USPTO patents with 853,638 reactions. Predict the reaction yield, written as a fraction of the theoretical maximum amount of product (1.0 means a 100% yield; for example, 0.34 means a 34% yield). (1) The reactants are [N+:1]([C:4]1[CH:5]=[C:6]([C:10]2[CH:14]=[C:13]([CH2:15][CH2:16][CH2:17][OH:18])[O:12][N:11]=2)[CH:7]=[CH:8][CH:9]=1)([O-:3])=[O:2].C([O-])(=O)C.[Na+].[Cr](Cl)([O-])(=O)=O.[NH+]1C=CC=CC=1.C(OCC)C. The catalyst is C(Cl)Cl. The product is [N+:1]([C:4]1[CH:5]=[C:6]([C:10]2[CH:14]=[C:13]([CH2:15][CH2:16][CH:17]=[O:18])[O:12][N:11]=2)[CH:7]=[CH:8][CH:9]=1)([O-:3])=[O:2]. The yield is 0.640. (2) The reactants are [CH2:1]([NH:8][CH2:9][CH3:10])[C:2]1[CH:7]=[CH:6][CH:5]=[CH:4][CH:3]=1.[I:11][C:12]1[N:13]=[N:14][C:15](I)=[CH:16][CH:17]=1. No catalyst specified. The product is [CH2:1]([N:8]([CH2:9][CH3:10])[C:15]1[N:14]=[N:13][C:12]([I:11])=[CH:17][CH:16]=1)[C:2]1[CH:7]=[CH:6][CH:5]=[CH:4][CH:3]=1. The yield is 0.630. (3) The reactants are [CH2:1]([O:5][C:6]1[N:14]=[C:13]2[C:9]([N:10]=[C:11]([O:33][CH3:34])[N:12]2[CH2:15][CH2:16][CH2:17][CH2:18][CH2:19][N:20]2[CH2:25][CH2:24][N:23](C(OC(C)(C)C)=O)[CH2:22][CH2:21]2)=[C:8]([NH2:35])[N:7]=1)[CH2:2][CH2:3][CH3:4].C(=O)([O-])[O-].[K+].[K+].CN(C)C=O.Br[CH2:48][CH2:49][O:50][C:51]1[CH:52]=[C:53]([CH2:57][C:58]([O:60][CH3:61])=[O:59])[CH:54]=[CH:55][CH:56]=1. The catalyst is FC(F)(F)C(O)=O. The product is [CH2:1]([O:5][C:6]1[N:14]=[C:13]2[C:9]([N:10]=[C:11]([O:33][CH3:34])[N:12]2[CH2:15][CH2:16][CH2:17][CH2:18][CH2:19][N:20]2[CH2:21][CH2:22][N:23]([CH2:48][CH2:49][O:50][C:51]3[CH:56]=[CH:55][CH:54]=[C:53]([CH2:57][C:58]([O:60][CH3:61])=[O:59])[CH:52]=3)[CH2:24][CH2:25]2)=[C:8]([NH2:35])[N:7]=1)[CH2:2][CH2:3][CH3:4]. The yield is 0.690.